From a dataset of Reaction yield outcomes from USPTO patents with 853,638 reactions. Predict the reaction yield, written as a fraction of the theoretical maximum amount of product (1.0 means a 100% yield; for example, 0.34 means a 34% yield). (1) The reactants are BrCC(=O)C[C:5]1[CH:10]=[CH:9][CH:8]=CC=1.C(O[C:15]([C:17]1O[S:19][CH:20]=[CH:21][CH:22]=1)=O)C.[NH4+:23].[OH-].[CH3:25][C:26](=[O:30])[O:27][CH2:28][CH3:29]. The catalyst is C(O)C.O. The product is [CH2:22]([C:21]1[N:23]=[C:25]([C:26]([O:27][CH2:28][CH3:29])=[O:30])[S:19][CH:20]=1)[C:17]1[CH:15]=[CH:8][CH:9]=[CH:10][CH:5]=1. The yield is 0.600. (2) The yield is 0.860. The product is [NH2:8][C:9]1[C:18]([F:19])=[C:17]([F:20])[CH:16]=[C:15]2[C:10]=1[C:11](=[O:32])[C:12]([C:27]([O:29][CH2:30][CH3:31])=[O:28])=[CH:13][N:14]2[CH:21]1[CH2:22][CH2:23][O:24][CH2:25][CH2:26]1. The reactants are C([NH:8][C:9]1[C:18]([F:19])=[C:17]([F:20])[CH:16]=[C:15]2[C:10]=1[C:11](=[O:32])[C:12]([C:27]([O:29][CH2:30][CH3:31])=[O:28])=[CH:13][N:14]2[CH:21]1[CH2:26][CH2:25][O:24][CH2:23][CH2:22]1)C1C=CC=CC=1. The catalyst is CC(O)=O.[Pd].